This data is from Forward reaction prediction with 1.9M reactions from USPTO patents (1976-2016). The task is: Predict the product of the given reaction. Given the reactants [N:1]([CH2:4][C:5]1[CH:6]=[N:7][CH:8]=[C:9]([Br:11])[CH:10]=1)=[N+]=[N-].O.C1C=CC(P(C2C=CC=CC=2)C2C=CC=CC=2)=CC=1, predict the reaction product. The product is: [Br:11][C:9]1[CH:10]=[C:5]([CH2:4][NH2:1])[CH:6]=[N:7][CH:8]=1.